Dataset: Peptide-MHC class I binding affinity with 185,985 pairs from IEDB/IMGT. Task: Regression. Given a peptide amino acid sequence and an MHC pseudo amino acid sequence, predict their binding affinity value. This is MHC class I binding data. (1) The peptide sequence is IEDDEIIWV. The MHC is HLA-B15:17 with pseudo-sequence HLA-B15:17. The binding affinity (normalized) is 0.0847. (2) The peptide sequence is LIGFALFGV. The MHC is HLA-A24:03 with pseudo-sequence HLA-A24:03. The binding affinity (normalized) is 0.283. (3) The peptide sequence is LTPTAPPEDP. The MHC is Mamu-A01 with pseudo-sequence Mamu-A01. The binding affinity (normalized) is 0.706. (4) The peptide sequence is FVKDWMDRI. The MHC is HLA-B39:01 with pseudo-sequence HLA-B39:01. The binding affinity (normalized) is 0.0847. (5) The peptide sequence is GYPALMPLYA. The MHC is Patr-A0401 with pseudo-sequence Patr-A0401. The binding affinity (normalized) is 0.162. (6) The peptide sequence is SIFTVFDL. The MHC is H-2-Db with pseudo-sequence H-2-Db. The binding affinity (normalized) is 0. (7) The peptide sequence is SEAFEYYHTL. The MHC is HLA-B40:01 with pseudo-sequence HLA-B40:01. The binding affinity (normalized) is 0.985.